Task: Predict the reaction yield, written as a fraction of the theoretical maximum amount of product (1.0 means a 100% yield; for example, 0.34 means a 34% yield).. Dataset: Reaction yield outcomes from USPTO patents with 853,638 reactions (1) The yield is 0.750. The product is [OH:1][C@@H:2]([CH:21]([CH3:26])[CH2:22][C:23]#[C:24][CH3:25])/[CH:3]=[CH:4]/[C@H:5]1[CH2:9][CH2:8][C:7](=[O:10])[N:6]1[CH2:11][CH2:12][CH2:13][CH2:14][CH2:15][CH2:16][C:17]([OH:19])=[O:18]. The reactants are [OH:1][C@@H:2]([CH:21]([CH3:26])[CH2:22][C:23]#[C:24][CH3:25])/[CH:3]=[CH:4]/[C@H:5]1[CH2:9][CH2:8][C:7](=[O:10])[N:6]1[CH2:11][CH2:12][CH2:13][CH2:14][CH2:15][CH2:16][C:17]([O:19]C)=[O:18].S([O-])(O)(=O)=O.[K+].[Cl-].[Na+].O. The catalyst is CO.[OH-].[Na+]. (2) The reactants are [N:1]1[CH:6]=[CH:5][CH:4]=[CH:3][C:2]=1[C:7]1[N:12]=[CH:11][C:10]([C:13]([OH:15])=O)=[CH:9][N:8]=1.C(Cl)(=O)C(Cl)=O.[NH2:22][N:23]1[CH2:28][C:27]([CH3:29])=[N:26][NH:25][C:24]1=[O:30].CCN(C(C)C)C(C)C. The catalyst is C(Cl)Cl.CN(C=O)C. The product is [CH3:29][C:27]1[CH2:28][N:23]([NH:22][C:13]([C:10]2[CH:11]=[N:12][C:7]([C:2]3[CH:3]=[CH:4][CH:5]=[CH:6][N:1]=3)=[N:8][CH:9]=2)=[O:15])[C:24](=[O:30])[NH:25][N:26]=1. The yield is 0.230. (3) The reactants are [CH2:1]([O:8][C:9]1[C:10]([F:30])=[C:11]([CH:15]([C:23]2[C:28](Cl)=[N:27][CH:26]=[CH:25][N:24]=2)[NH:16][C:17]([CH:19]2[CH2:22][CH2:21][CH2:20]2)=O)[CH:12]=[CH:13][CH:14]=1)[C:2]1[CH:7]=[CH:6][CH:5]=[CH:4][CH:3]=1.C(OC1C(F)=C(C(N)C2C(Cl)=NC=C[N:47]=2)C=CC=1)C1C=CC=CC=1.C(N(C(C)C)CC)(C)C.C1(C(Cl)=O)CCC1. The catalyst is C(Cl)Cl. The product is [NH2:47][C:28]1[C:23]2[N:24]([C:17]([CH:19]3[CH2:22][CH2:21][CH2:20]3)=[N:16][C:15]=2[C:11]2[CH:12]=[CH:13][CH:14]=[C:9]([O:8][CH2:1][C:2]3[CH:7]=[CH:6][CH:5]=[CH:4][CH:3]=3)[C:10]=2[F:30])[CH:25]=[CH:26][N:27]=1. The yield is 0.670. (4) The reactants are [CH3:1][C:2]1[C:7]([C:8]2[CH:13]=[CH:12][CH:11]=[CH:10][CH:9]=2)=[C:6]([CH:14]2[CH2:18][CH2:17][C:16](=O)[CH2:15]2)[N:5]2[C:20]3[CH:26]=[CH:25][CH:24]=[CH:23][C:21]=3[N:22]=[C:4]2[C:3]=1[C:27]#[N:28].C(O)(=O)C.[CH3:33][NH:34][CH3:35].C([BH3-])#N.[Na+].C(=O)([O-])O.[Na+]. The catalyst is CO.C(Cl)(Cl)Cl. The product is [CH3:33][N:34]([CH3:35])[CH:16]1[CH2:17][CH2:18][CH:14]([C:6]2[N:5]3[C:20]4[CH:26]=[CH:25][CH:24]=[CH:23][C:21]=4[N:22]=[C:4]3[C:3]([C:27]#[N:28])=[C:2]([CH3:1])[C:7]=2[C:8]2[CH:9]=[CH:10][CH:11]=[CH:12][CH:13]=2)[CH2:15]1. The yield is 0.940. (5) The reactants are [CH3:1][N:2]1[C:6]([C:7]([F:10])([F:9])[F:8])=[C:5]([C:11](O)=[O:12])[C:4](=[O:14])[N:3]1[C:15]1[CH:20]=[CH:19][CH:18]=[CH:17][CH:16]=1.[NH2:21][C:22]1[CH:43]=[CH:42][C:25]([O:26][C:27]2[CH:28]=[CH:29][C:30]3[N:31]([CH:33]=[C:34]([NH:36][C:37]([CH:39]4[CH2:41][CH2:40]4)=[O:38])[N:35]=3)[CH:32]=2)=[C:24]([F:44])[CH:23]=1.CN(C(ON1N=NC2C=CC=NC1=2)=[N+](C)C)C.F[P-](F)(F)(F)(F)F.C(N(C(C)C)CC)(C)C.C(=O)([O-])O.[Na+]. The catalyst is C(OCC)(=O)C.O1CCCC1.CN(C)C=O. The product is [CH:39]1([C:37]([NH:36][C:34]2[N:35]=[C:30]3[CH:29]=[CH:28][C:27]([O:26][C:25]4[CH:42]=[CH:43][C:22]([NH:21][C:11]([C:5]5[C:4](=[O:14])[N:3]([C:15]6[CH:16]=[CH:17][CH:18]=[CH:19][CH:20]=6)[N:2]([CH3:1])[C:6]=5[C:7]([F:10])([F:9])[F:8])=[O:12])=[CH:23][C:24]=4[F:44])=[CH:32][N:31]3[CH:33]=2)=[O:38])[CH2:40][CH2:41]1. The yield is 0.480. (6) The reactants are [OH:1][C:2]1[CH:7]=[CH:6][C:5]([C:8](=[O:10])[CH3:9])=[CH:4][CH:3]=1.Br[CH2:12][CH2:13][Cl:14].C([O-])([O-])=O.[K+].[K+]. The catalyst is CC(C)=O. The product is [Cl:14][CH2:13][CH2:12][O:1][C:2]1[CH:7]=[CH:6][C:5]([C:8](=[O:10])[CH3:9])=[CH:4][CH:3]=1. The yield is 0.990. (7) The reactants are C(S([C:11]1[C:12]2[CH:19]=[CH:18][N:17]([C@H:20]3[CH2:36][C@@H:23]4[O:24][CH:25]([C:28]5[CH:33]=[CH:32][C:31]([O:34][CH3:35])=[CH:30][CH:29]=5)[O:26][CH2:27][C@@H:22]4[CH2:21]3)[C:13]=2[N:14]=[CH:15][N:16]=1)(=O)=O)C1C=CC=CC=1.[NH2:37][C@H:38]1[C:46]2[C:41](=[CH:42][CH:43]=[CH:44][CH:45]=2)[CH2:40][CH2:39]1.CCN(C(C)C)C(C)C. The catalyst is C(O)C. The product is [C@H:38]1([NH:37][C:11]2[C:12]3[CH:19]=[CH:18][N:17]([C@H:20]4[CH2:36][C@@H:23]5[O:24][CH:25]([C:28]6[CH:33]=[CH:32][C:31]([O:34][CH3:35])=[CH:30][CH:29]=6)[O:26][CH2:27][C@@H:22]5[CH2:21]4)[C:13]=3[N:14]=[CH:15][N:16]=2)[C:46]2[C:41](=[CH:42][CH:43]=[CH:44][CH:45]=2)[CH2:40][CH2:39]1. The yield is 0.730. (8) The reactants are Br[C:2]1[CH:3]=[CH:4][C:5]([O:8][CH2:9][CH:10]2[CH2:15][CH2:14][N:13]([CH2:16][C:17]3([C:20]([F:23])([F:22])[F:21])[CH2:19][CH2:18]3)[CH2:12][CH2:11]2)=[N:6][CH:7]=1.[CH3:24][O:25][C:26]([C:28]1[CH:33]=[CH:32][C:31](B(O)O)=[CH:30][CH:29]=1)=[O:27].C([O-])([O-])=O.[Cs+].[Cs+].O1CCOCC1. The catalyst is O. The product is [F:21][C:20]([F:23])([F:22])[C:17]1([CH2:16][N:13]2[CH2:14][CH2:15][CH:10]([CH2:9][O:8][C:5]3[N:6]=[CH:7][C:2]([C:31]4[CH:32]=[CH:33][C:28]([C:26]([O:25][CH3:24])=[O:27])=[CH:29][CH:30]=4)=[CH:3][CH:4]=3)[CH2:11][CH2:12]2)[CH2:19][CH2:18]1. The yield is 0.700. (9) The reactants are C([Li])CCC.Cl[C:7]1[S:8][C:9]([CH:13]2[O:17][CH2:16][CH2:15][O:14]2)=[C:10]([Cl:12])[N:11]=1. The catalyst is O1CCCC1. The product is [Cl:12][C:10]1[N:11]=[CH:7][S:8][C:9]=1[CH:13]1[O:17][CH2:16][CH2:15][O:14]1. The yield is 0.930. (10) The reactants are [Cl:1][C:2]1[CH:30]=[CH:29][C:5]([CH2:6][C:7]2[N:8]=[C:9]([C:17]3[C:18]([CH3:28])=[N:19][N:20]4[CH:25]=[CH:24][C:23]([CH2:26][NH2:27])=[CH:22][C:21]=34)[S:10][C:11]=2[C:12]2[NH:16][CH:15]=[N:14][N:13]=2)=[CH:4][CH:3]=1.[N:31]1[CH:36]=[CH:35][N:34]=[CH:33][C:32]=1[C:37](Cl)=[O:38].C(N(CC)C(C)C)(C)C. The catalyst is C(Cl)Cl.CN(C)C=O. The product is [Cl:1][C:2]1[CH:3]=[CH:4][C:5]([CH2:6][C:7]2[N:8]=[C:9]([C:17]3[C:18]([CH3:28])=[N:19][N:20]4[CH:25]=[CH:24][C:23]([CH2:26][NH:27][C:37]([C:32]5[CH:33]=[N:34][CH:35]=[CH:36][N:31]=5)=[O:38])=[CH:22][C:21]=34)[S:10][C:11]=2[C:12]2[NH:16][CH:15]=[N:14][N:13]=2)=[CH:29][CH:30]=1. The yield is 0.0300.